Dataset: Full USPTO retrosynthesis dataset with 1.9M reactions from patents (1976-2016). Task: Predict the reactants needed to synthesize the given product. (1) Given the product [C:24]([NH:28][C:9](=[O:11])[C:8]1[CH:12]=[CH:13][CH:14]=[C:6]([CH:2]([OH:1])[CH:3]([CH3:4])[CH3:5])[CH:7]=1)([CH3:27])([CH3:26])[CH3:25], predict the reactants needed to synthesize it. The reactants are: [OH:1][CH:2]([C:6]1[CH:7]=[C:8]([CH:12]=[CH:13][CH:14]=1)[C:9]([OH:11])=O)[CH:3]([CH3:5])[CH3:4].C(N(C(C)C)C(C)C)C.[C:24]([NH2:28])([CH3:27])([CH3:26])[CH3:25]. (2) The reactants are: [N:1]1([CH2:7][C:8]([N:10]2[CH2:14][CH2:13][CH2:12][CH2:11]2)=[O:9])[CH2:6][CH2:5][NH:4][CH2:3][CH2:2]1.[ClH:15].[CH3:16][O:17][C:18]1[C:26]2[O:25][C:24](C)(C)C[C:22]=2[C:21]([C:29]2[C@@H:38]3[C@@H:33]([CH2:34][CH:35]=[CH:36][CH2:37]3)[C:32](=[O:39])[N:31]([C:40]3[CH:45]=[CH:44][C:43]([C:46](N4CCN(C/C=C/C5C=CC=CC=5)CC4)=[O:47])=[CH:42][CH:41]=3)[N:30]=2)=[CH:20][CH:19]=1. Given the product [ClH:15].[CH3:24][O:25][C:26]1[CH:22]=[C:21]([C:29]2[C@@H:38]3[C@@H:33]([CH2:34][CH:35]=[CH:36][CH2:37]3)[C:32](=[O:39])[N:31]([C:40]3[CH:41]=[CH:42][C:43]([C:46]([N:4]4[CH2:3][CH2:2][N:1]([CH2:7][C:8](=[O:9])[N:10]5[CH2:11][CH2:12][CH2:13][CH2:14]5)[CH2:6][CH2:5]4)=[O:47])=[CH:44][CH:45]=3)[N:30]=2)[CH:20]=[CH:19][C:18]=1[O:17][CH3:16], predict the reactants needed to synthesize it.